Dataset: Full USPTO retrosynthesis dataset with 1.9M reactions from patents (1976-2016). Task: Predict the reactants needed to synthesize the given product. (1) The reactants are: C(O[C:4]([CH:6]([C:17](=O)[CH:18]([CH3:20])[CH3:19])[CH2:7][C:8]1[CH:16]=[CH:15][C:11]([C:12]([OH:14])=[O:13])=[CH:10][CH:9]=1)=[O:5])C.[C:22]([CH2:24][CH2:25][NH:26][NH2:27])#[N:23]. Given the product [C:22]([CH2:24][CH2:25][N:26]1[C:4]([OH:5])=[C:6]([CH2:7][C:8]2[CH:9]=[CH:10][C:11]([C:12]([OH:14])=[O:13])=[CH:15][CH:16]=2)[C:17]([CH:18]([CH3:19])[CH3:20])=[N:27]1)#[N:23], predict the reactants needed to synthesize it. (2) Given the product [C:11]([O:10][C:9](=[O:15])[NH:8][CH2:7][CH:3]1[O:4][CH2:5][CH2:6][N:1]([C:17]2[CH:22]=[CH:21][C:20]([C:23]([F:26])([F:25])[F:24])=[CH:19][CH:18]=2)[CH2:2]1)([CH3:12])([CH3:14])[CH3:13], predict the reactants needed to synthesize it. The reactants are: [NH:1]1[CH2:6][CH2:5][O:4][CH:3]([CH2:7][NH:8][C:9](=[O:15])[O:10][C:11]([CH3:14])([CH3:13])[CH3:12])[CH2:2]1.Br[C:17]1[CH:22]=[CH:21][C:20]([C:23]([F:26])([F:25])[F:24])=[CH:19][CH:18]=1.CC(C1C=C(C(C)C)C(C2C=CC=CC=2P(C2CCCCC2)C2CCCCC2)=C(C(C)C)C=1)C.CC(C)([O-])C.[Na+]. (3) The reactants are: [CH:1]1([S:7][C:8]2[CH:15]=[CH:14][C:11]([C:12]#[N:13])=[CH:10][CH:9]=2)[CH2:6][CH2:5][CH2:4][CH2:3][CH2:2]1.[OH2:16].[OH:17]OS([O-])=O.[K+]. Given the product [CH:1]1([S:7]([C:8]2[CH:9]=[CH:10][C:11]([C:12]#[N:13])=[CH:14][CH:15]=2)(=[O:17])=[O:16])[CH2:6][CH2:5][CH2:4][CH2:3][CH2:2]1, predict the reactants needed to synthesize it.